This data is from Catalyst prediction with 721,799 reactions and 888 catalyst types from USPTO. The task is: Predict which catalyst facilitates the given reaction. (1) Reactant: [Li]CCCC.[CH3:6][CH2:7][CH2:8][CH2:9][CH2:10][CH3:11].[CH3:12][C:13]1[N:14]([C:21]2[CH:26]=[CH:25][CH:24]=[CH:23][CH:22]=2)[C:15]([CH3:20])=[C:16]([PH2:19])[C:17]=1[PH2:18].[CH3:27][C@H:28](O)[CH2:29][CH2:30][C@@H:31](O)[CH3:32]. Product: [CH3:12][C:13]1[N:14]([C:21]2[CH:26]=[CH:25][CH:24]=[CH:23][CH:22]=2)[C:15]([CH3:20])=[C:16]([P:19]2[C@H:31]([CH3:32])[CH2:30][CH2:29][C@H:28]2[CH3:27])[C:17]=1[P:18]1[CH:10]([CH3:11])[CH2:9][CH2:8][CH:7]1[CH3:6]. The catalyst class is: 1. (2) Reactant: [O:1]1[CH:6]=[CH:5][CH2:4][CH2:3][CH2:2]1.[OH:7][C:8]1[CH:13]=[C:12]([OH:14])[CH:11]=[CH:10][C:9]=1[C:15](=[O:24])[CH2:16][C:17]1[CH:22]=[CH:21][C:20]([F:23])=[CH:19][CH:18]=1.CC1C=CC(S([O-])(=O)=O)=CC=1.C1C=C[NH+]=CC=1. Product: [F:23][C:20]1[CH:21]=[CH:22][C:17]([CH2:16][C:15]([C:9]2[CH:10]=[CH:11][C:12]([O:14][CH:6]3[CH2:5][CH2:4][CH2:3][CH2:2][O:1]3)=[CH:13][C:8]=2[OH:7])=[O:24])=[CH:18][CH:19]=1. The catalyst class is: 2. (3) Reactant: [C:1]([C:3]1[CH:4]=[C:5]([CH:9]=[CH:10][CH:11]=1)[C:6](O)=O)#[N:2].[Cl-].ClC1N(C)CC[NH+]1C.ClCCl.[F:24][C:25]1[CH:30]=[CH:29][C:28]([C:31]([C:36]2[CH:37]=[N:38][C:39]([F:42])=[CH:40][CH:41]=2)([NH2:35])[C@@H:32]([NH2:34])[CH3:33])=[CH:27][CH:26]=1.C(=O)([O-])O.[Na+]. Product: [C:1]([C:3]1[CH:4]=[C:5]([C:6]2[NH:34][C@@H:32]([CH3:33])[C:31]([C:28]3[CH:29]=[CH:30][C:25]([F:24])=[CH:26][CH:27]=3)([C:36]3[CH:37]=[N:38][C:39]([F:42])=[CH:40][CH:41]=3)[N:35]=2)[CH:9]=[CH:10][CH:11]=1)#[N:2]. The catalyst class is: 542. (4) Reactant: Cl[C:2]1[C:11]2[C:6](=[CH:7][C:8]([O:14][CH3:15])=[CH:9][C:10]=2[O:12][CH3:13])[N:5]=[CH:4][N:3]=1.[NH2:16][C:17]1[CH:21]=[C:20]([CH2:22][C:23]([NH:25][C:26]2[CH:31]=[CH:30][CH:29]=[C:28]([F:32])[CH:27]=2)=[O:24])[NH:19][N:18]=1.C(OCC)C. Product: [CH3:13][O:12][C:10]1[CH:9]=[C:8]([O:14][CH3:15])[CH:7]=[C:6]2[C:11]=1[C:2]([NH:16][C:17]1[CH:21]=[C:20]([CH2:22][C:23]([NH:25][C:26]3[CH:31]=[CH:30][CH:29]=[C:28]([F:32])[CH:27]=3)=[O:24])[NH:19][N:18]=1)=[N:3][CH:4]=[N:5]2. The catalyst class is: 32. (5) Reactant: [C:1]([CH2:3][C:4]1[S:5][CH:6]=[C:7]([C:9]2[S:13][C:12]([NH:14][C:15](=[O:25])[CH2:16][CH2:17][C:18]([O:20]C(C)(C)C)=[O:19])=[N:11][C:10]=2[CH3:26])[N:8]=1)#[N:2].FC(F)(F)C(O)=O. Product: [C:1]([CH2:3][C:4]1[S:5][CH:6]=[C:7]([C:9]2[S:13][C:12]([NH:14][C:15](=[O:25])[CH2:16][CH2:17][C:18]([OH:20])=[O:19])=[N:11][C:10]=2[CH3:26])[N:8]=1)#[N:2]. The catalyst class is: 2.